Task: Regression. Given two drug SMILES strings and cell line genomic features, predict the synergy score measuring deviation from expected non-interaction effect.. Dataset: NCI-60 drug combinations with 297,098 pairs across 59 cell lines Drug 1: CC(C1=C(C=CC(=C1Cl)F)Cl)OC2=C(N=CC(=C2)C3=CN(N=C3)C4CCNCC4)N. Drug 2: CCC1(CC2CC(C3=C(CCN(C2)C1)C4=CC=CC=C4N3)(C5=C(C=C6C(=C5)C78CCN9C7C(C=CC9)(C(C(C8N6C)(C(=O)OC)O)OC(=O)C)CC)OC)C(=O)OC)O.OS(=O)(=O)O. Cell line: IGROV1. Synergy scores: CSS=19.8, Synergy_ZIP=-4.42, Synergy_Bliss=3.97, Synergy_Loewe=-8.34, Synergy_HSA=3.37.